This data is from Full USPTO retrosynthesis dataset with 1.9M reactions from patents (1976-2016). The task is: Predict the reactants needed to synthesize the given product. (1) Given the product [NH2:1][C:2]1[C:11]2[N:10]=[CH:9][C:8]([CH2:12][CH2:13][C:14]3[CH:19]=[CH:18][C:17]([CH:20]([N:28]4[CH2:32][CH2:31][CH:30]([OH:33])[CH2:29]4)[CH3:21])=[CH:16][CH:15]=3)=[CH:7][C:6]=2[C:5]2[CH:23]=[CH:24][C:25]([CH3:27])=[CH:26][C:4]=2[N:3]=1, predict the reactants needed to synthesize it. The reactants are: [NH2:1][C:2]1[C:11]2[N:10]=[CH:9][C:8]([CH2:12][CH2:13][C:14]3[CH:19]=[CH:18][C:17]([C:20](=O)[CH3:21])=[CH:16][CH:15]=3)=[CH:7][C:6]=2[C:5]2[CH:23]=[CH:24][C:25]([CH3:27])=[CH:26][C:4]=2[N:3]=1.[NH:28]1[CH2:32][CH2:31][CH:30]([OH:33])[CH2:29]1.C(O)(C(F)(F)F)=O. (2) The reactants are: Cl[C:2]1[C:3]2[C:4](=[CH:13][N:14](CC3C=CC(OC)=CC=3)[N:15]=2)[N:5]=[C:6]([C:8]2[CH:12]=[CH:11][S:10][CH:9]=2)[N:7]=1.[CH3:25][N:26]1[CH2:31][CH2:30][N:29]([C:32]2[N:37]=[CH:36][C:35]([NH2:38])=[CH:34][CH:33]=2)[CH2:28][CH2:27]1.Cl. Given the product [CH3:25][N:26]1[CH2:31][CH2:30][N:29]([C:32]2[N:37]=[CH:36][C:35]([NH:38][C:2]3[C:3]4[NH:15][N:14]=[CH:13][C:4]=4[N:5]=[C:6]([C:8]4[CH:12]=[CH:11][S:10][CH:9]=4)[N:7]=3)=[CH:34][CH:33]=2)[CH2:28][CH2:27]1, predict the reactants needed to synthesize it. (3) Given the product [ClH:14].[CH3:1][N:2]1[C:6]([C:7]2[CH:12]=[CH:11][CH:10]=[CH:9][CH:8]=2)=[N:5][N:4]=[C:3]1[S:13][CH2:15][CH2:16][CH2:17][N:18]1[CH2:26][C:25]2[C:20](=[CH:21][CH:22]=[C:23]([C:27](=[O:30])[CH2:28][CH3:29])[CH:24]=2)[CH2:19]1, predict the reactants needed to synthesize it. The reactants are: [CH3:1][N:2]1[C:6]([C:7]2[CH:12]=[CH:11][CH:10]=[CH:9][CH:8]=2)=[N:5][N:4]=[C:3]1[SH:13].[Cl:14][CH2:15][CH2:16][CH2:17][N:18]1[CH2:26][C:25]2[C:20](=[CH:21][CH:22]=[C:23]([C:27](=[O:30])[CH2:28][CH3:29])[CH:24]=2)[CH2:19]1. (4) The reactants are: CO[C:3](=[O:22])[C:4]1[CH:9]=[C:8]([C:10]2[N:11]([CH2:15][CH3:16])[N:12]=[CH:13][CH:14]=2)[C:7]([C:17]([F:20])([F:19])[F:18])=[CH:6][C:5]=1[NH2:21].ClC(Cl)(O[C:27](=[O:33])OC(Cl)(Cl)Cl)Cl.C(N(CC)CC)C.[CH3:42][S:43]([NH:46][NH2:47])(=[O:45])=[O:44].[OH-].[Na+]. Given the product [CH2:15]([N:11]1[C:10]([C:8]2[CH:9]=[C:4]3[C:5](=[CH:6][C:7]=2[C:17]([F:20])([F:18])[F:19])[NH:21][C:27](=[O:33])[N:47]([NH:46][S:43]([CH3:42])(=[O:45])=[O:44])[C:3]3=[O:22])=[CH:14][CH:13]=[N:12]1)[CH3:16], predict the reactants needed to synthesize it.